From a dataset of Catalyst prediction with 721,799 reactions and 888 catalyst types from USPTO. Predict which catalyst facilitates the given reaction. (1) Reactant: [Si]([O:8][C:9]1[CH:17]=[C:16]2[C:12]([C:13]([I:26])=[N:14][N:15]2[CH2:18][C:19]([O:21][C:22]([CH3:25])([CH3:24])[CH3:23])=[O:20])=[CH:11][CH:10]=1)(C(C)(C)C)(C)C.CCCC[N+](CCCC)(CCCC)CCCC.[F-]. Product: [OH:8][C:9]1[CH:17]=[C:16]2[C:12]([C:13]([I:26])=[N:14][N:15]2[CH2:18][C:19]([O:21][C:22]([CH3:24])([CH3:23])[CH3:25])=[O:20])=[CH:11][CH:10]=1. The catalyst class is: 1. (2) Reactant: [CH3:1][O:2][C:3]1[CH:41]=[C:40]([O:42][CH3:43])[CH:39]=[CH:38][C:4]=1[CH2:5][NH:6][C:7]1[C:8]2[CH:15]=[CH:14][N:13]([C@H:16]3[C@@H:20]4[O:21][C:22]([CH3:25])([CH3:24])[O:23][C@@H:19]4[C@@H:18]([CH2:26][N:27]([CH:35]([CH3:37])[CH3:36])[CH2:28][CH2:29][CH2:30][CH2:31][C:32](O)=[O:33])[O:17]3)[C:9]=2[N:10]=[CH:11][N:12]=1.[C:44]([C:48]1[CH:49]=[C:50]([NH2:55])[C:51]([NH2:54])=[CH:52][CH:53]=1)([CH3:47])([CH3:46])[CH3:45].C(N(CC)C(C)C)(C)C.C1CN([P+](ON2N=NC3C=CC=CC2=3)(N2CCCC2)N2CCCC2)CC1.F[P-](F)(F)(F)(F)F. Product: [NH3:6].[NH2:55][C:50]1[CH:49]=[C:48]([C:44]([CH3:47])([CH3:45])[CH3:46])[CH:53]=[CH:52][C:51]=1[NH:54][C:32](=[O:33])[CH2:31][CH2:30][CH2:29][CH2:28][N:27]([CH2:26][C@@H:18]1[C@@H:19]2[C@@H:20]([O:21][C:22]([CH3:24])([CH3:25])[O:23]2)[C@H:16]([N:13]2[C:9]3[N:10]=[CH:11][N:12]=[C:7]([NH:6][CH2:5][C:4]4[CH:38]=[CH:39][C:40]([O:42][CH3:43])=[CH:41][C:3]=4[O:2][CH3:1])[C:8]=3[CH:15]=[CH:14]2)[O:17]1)[CH:35]([CH3:36])[CH3:37]. The catalyst class is: 9. (3) Reactant: Cl.[Cl:2][C:3]1[CH:4]=[C:5]([N:9]2[CH2:14][CH2:13][NH:12][CH2:11][CH2:10]2)[CH:6]=[CH:7][CH:8]=1.C(N(CC)CC)C.Br[CH2:23][CH2:24][CH2:25][CH2:26][CH2:27][C:28]([O:30][CH2:31][CH3:32])=[O:29]. Product: [Cl:2][C:3]1[CH:4]=[C:5]([N:9]2[CH2:14][CH2:13][N:12]([CH2:23][CH2:24][CH2:25][CH2:26][CH2:27][C:28]([O:30][CH2:31][CH3:32])=[O:29])[CH2:11][CH2:10]2)[CH:6]=[CH:7][CH:8]=1. The catalyst class is: 11. (4) Reactant: OC1C(=O)C=CN(CC(F)(F)F)C=1C.C([O:22][C:23]1[C:24](=[O:37])[CH:25]=[C:26]([C:30]([OH:36])([OH:35])[C:31]([F:34])([F:33])[F:32])[N:27]([CH3:29])[CH:28]=1)C1C=CC=CC=1.Cl.[OH-].[Na+]. Product: [OH:22][C:23]1[C:24](=[O:37])[CH:25]=[C:26]([C:30]([OH:35])([OH:36])[C:31]([F:32])([F:33])[F:34])[N:27]([CH3:29])[CH:28]=1. The catalyst class is: 6.